This data is from Reaction yield outcomes from USPTO patents with 853,638 reactions. The task is: Predict the reaction yield, written as a fraction of the theoretical maximum amount of product (1.0 means a 100% yield; for example, 0.34 means a 34% yield). (1) The reactants are [NH2:1][C:2]1[CH:7]=[CH:6][C:5]([C:8]2[C:9]([NH2:24])=[N:10][C:11]([NH2:23])=[N:12][C:13]=2[CH2:14][CH2:15][CH2:16][C:17]2[CH:22]=[CH:21][CH:20]=[CH:19][CH:18]=2)=[CH:4][CH:3]=1.[Cl:25][C:26]1[CH:33]=[CH:32][C:29]([CH:30]=O)=[CH:28][CH:27]=1.C(O)(=O)C. The catalyst is CO. The product is [Cl:25][C:26]1[CH:33]=[CH:32][C:29]([CH2:30][NH:1][C:2]2[CH:7]=[CH:6][C:5]([C:8]3[C:9]([NH2:24])=[N:10][C:11]([NH2:23])=[N:12][C:13]=3[CH2:14][CH2:15][CH2:16][C:17]3[CH:18]=[CH:19][CH:20]=[CH:21][CH:22]=3)=[CH:4][CH:3]=2)=[CH:28][CH:27]=1. The yield is 0.500. (2) The reactants are [F:1][C:2]1[CH:3]=[C:4]([S:11]([NH2:14])(=[O:13])=[O:12])[CH:5]=[CH:6][C:7]=1[N+:8]([O-])=O. The catalyst is CO.[Pd]. The product is [NH2:8][C:7]1[CH:6]=[CH:5][C:4]([S:11]([NH2:14])(=[O:12])=[O:13])=[CH:3][C:2]=1[F:1]. The yield is 0.740. (3) The reactants are [Cl:1][CH2:2][C:3]([CH2:5]Cl)=O.[C:7]([NH2:15])(=[O:14])[C:8]1[CH:13]=[CH:12][CH:11]=[CH:10][CH:9]=1. No catalyst specified. The product is [Cl:1][CH2:2][C:3]1[N:15]=[C:7]([C:8]2[CH:13]=[CH:12][CH:11]=[CH:10][CH:9]=2)[O:14][CH:5]=1. The yield is 0.680.